The task is: Regression. Given a peptide amino acid sequence and an MHC pseudo amino acid sequence, predict their binding affinity value. This is MHC class I binding data.. This data is from Peptide-MHC class I binding affinity with 185,985 pairs from IEDB/IMGT. (1) The peptide sequence is RLAPEPVYT. The MHC is HLA-A02:19 with pseudo-sequence HLA-A02:19. The binding affinity (normalized) is 0.580. (2) The peptide sequence is FLPSDYFPSV. The MHC is HLA-B15:03 with pseudo-sequence YYSEYREISTNTYESNLYLRYDSYTWAELAYLWY. The binding affinity (normalized) is 0.374. (3) The peptide sequence is YHDPANWPL. The MHC is HLA-B07:02 with pseudo-sequence HLA-B07:02. The binding affinity (normalized) is 0.0847. (4) The peptide sequence is KSLYITNTL. The MHC is HLA-A32:01 with pseudo-sequence HLA-A32:01. The binding affinity (normalized) is 1.00. (5) The peptide sequence is GMGQKDSYV. The MHC is HLA-A68:02 with pseudo-sequence HLA-A68:02. The binding affinity (normalized) is 0.0963. (6) The binding affinity (normalized) is 0.425. The peptide sequence is MPVDHPLSL. The MHC is HLA-B51:01 with pseudo-sequence HLA-B51:01. (7) The peptide sequence is KIKTNDINVR. The MHC is HLA-A11:01 with pseudo-sequence HLA-A11:01. The binding affinity (normalized) is 0.137. (8) The peptide sequence is KCFANNQDER. The MHC is HLA-A68:01 with pseudo-sequence HLA-A68:01. The binding affinity (normalized) is 0.183.